This data is from Reaction yield outcomes from USPTO patents with 853,638 reactions. The task is: Predict the reaction yield, written as a fraction of the theoretical maximum amount of product (1.0 means a 100% yield; for example, 0.34 means a 34% yield). The catalyst is O1CCCC1. The yield is 1.00. The reactants are C[O:2][C:3](=[O:25])[CH:4]([N:11]1[CH2:15][C:14]([O:16][C:17]2[CH:22]=[CH:21][CH:20]=[CH:19][C:18]=2[Cl:23])=[CH:13][C:12]1=[O:24])[CH2:5][C@H:6]1[CH2:9][C@H:8]([CH3:10])[CH2:7]1.O.O.[OH-].[Li+]. The product is [Cl:23][C:18]1[CH:19]=[CH:20][CH:21]=[CH:22][C:17]=1[O:16][C:14]1[CH2:15][N:11]([CH:4]([CH2:5][C@H:6]2[CH2:7][C@H:8]([CH3:10])[CH2:9]2)[C:3]([OH:25])=[O:2])[C:12](=[O:24])[CH:13]=1.